Dataset: Full USPTO retrosynthesis dataset with 1.9M reactions from patents (1976-2016). Task: Predict the reactants needed to synthesize the given product. (1) Given the product [F:31][C:25]1[CH:26]=[CH:27][C:28]([F:30])=[CH:29][C:24]=1[S:21]([NH:20][C:16]1[CH:15]=[C:14]([C:12]2[C:11]([C:32]3[CH:33]=[CH:34][N:35]=[CH:36][CH:37]=3)=[C:8]3[S:9][CH:10]=[C:6]([C:4]([NH2:38])=[O:5])[N:7]3[N:13]=2)[CH:19]=[CH:18][CH:17]=1)(=[O:23])=[O:22], predict the reactants needed to synthesize it. The reactants are: C(O[C:4]([C:6]1[N:7]2[N:13]=[C:12]([C:14]3[CH:19]=[CH:18][CH:17]=[C:16]([NH:20][S:21]([C:24]4[CH:29]=[C:28]([F:30])[CH:27]=[CH:26][C:25]=4[F:31])(=[O:23])=[O:22])[CH:15]=3)[C:11]([C:32]3[CH:37]=[CH:36][N:35]=[CH:34][CH:33]=3)=[C:8]2[S:9][CH:10]=1)=[O:5])C.[NH3:38]. (2) Given the product [Cl:21][C:18]1[CH:17]=[CH:16][C:15]([C@@H:11]2[CH2:12][CH2:13][CH2:14][C@H:9]3[N:10]2[C:22](=[O:26])[CH2:23][CH:24]=[CH:25]3)=[CH:20][CH:19]=1, predict the reactants needed to synthesize it. The reactants are: C(Cl)Cl.COC(=O)C=C[C@H:9]1[CH2:14][CH2:13][CH2:12][C@@H:11]([C:15]2[CH:20]=[CH:19][C:18]([Cl:21])=[CH:17][CH:16]=2)[N:10]1[C:22](=[O:26])[CH2:23][CH:24]=[CH2:25]. (3) Given the product [Cl:1][C:2]1[C:10]2[C:5](=[CH:6][CH:7]=[CH:8][CH:9]=2)[N:4]([C:12]2[CH:17]=[CH:16][CH:15]=[CH:14][CH:13]=2)[N:3]=1, predict the reactants needed to synthesize it. The reactants are: [Cl:1][C:2]1[C:10]2[C:5](=[CH:6][CH:7]=[CH:8][CH:9]=2)[NH:4][N:3]=1.Br[C:12]1[CH:17]=[CH:16][CH:15]=[CH:14][CH:13]=1.CC(C)([O-])C.[Na+].[Cl-].[NH4+]. (4) The reactants are: [C:1]([O:5][C:6]([N:8]1[CH2:13][CH2:12][O:11][CH2:10][CH:9]1[C:14](=[NH:17])[NH:15][OH:16])=[O:7])([CH3:4])([CH3:3])[CH3:2].[Cl:18][C:19]1[CH:20]=[C:21]([CH:25]=[CH:26][CH:27]=1)[C:22](O)=O.C1C=CC2N(O)N=NC=2C=1.CCN=C=NCCCN(C)C. Given the product [C:1]([O:5][C:6]([N:8]1[CH2:13][CH2:12][O:11][CH2:10][CH:9]1[C:14]1[N:17]=[C:22]([C:21]2[CH:25]=[CH:26][CH:27]=[C:19]([Cl:18])[CH:20]=2)[O:16][N:15]=1)=[O:7])([CH3:4])([CH3:2])[CH3:3], predict the reactants needed to synthesize it. (5) Given the product [C:4]([O:3][C:1]([N:8]1[CH2:13][CH2:12][C:11]([CH3:19])([C:14]([OH:16])=[O:15])[CH2:10][CH2:9]1)=[O:2])([CH3:7])([CH3:5])[CH3:6], predict the reactants needed to synthesize it. The reactants are: [C:1]([N:8]1[CH2:13][CH2:12][C:11]([CH3:19])([C:14]([O:16]CC)=[O:15])[CH2:10][CH2:9]1)([O:3][C:4]([CH3:7])([CH3:6])[CH3:5])=[O:2]. (6) Given the product [CH3:25][C:22]1[S:21][C:20]([C:15]2[CH:14]=[CH:13][C:12]3[N:11]([C:26]4[CH:27]=[CH:28][C:29]([OH:32])=[CH:30][CH:31]=4)[C:10]4[C:18]([C:17]=3[CH:16]=2)=[CH:19][C:7]([C:5]2[S:6][C:2]([CH3:1])=[CH:3][CH:4]=2)=[CH:8][CH:9]=4)=[CH:24][CH:23]=1, predict the reactants needed to synthesize it. The reactants are: [CH3:1][C:2]1[S:6][C:5]([C:7]2[CH:8]=[CH:9][C:10]3[N:11]([C:26]4[CH:31]=[CH:30][C:29]([O:32]C)=[CH:28][CH:27]=4)[C:12]4[C:17]([C:18]=3[CH:19]=2)=[CH:16][C:15]([C:20]2[S:21][C:22]([CH3:25])=[CH:23][CH:24]=2)=[CH:14][CH:13]=4)=[CH:4][CH:3]=1.B(Br)(Br)Br. (7) Given the product [S:12]([C:11]1[C:2]([NH2:1])=[C:3]([F:30])[C:4]([NH:22][C:35]2[CH:34]=[CH:33][CH:39]=[CH:38][C:37]=2[Cl:42])=[C:5]([CH:10]=1)[C:6]([O:8][CH3:9])=[O:45])[S:12][C:11]1[C:2]([NH2:1])=[C:3]([F:30])[C:4]([NH:22][C:23]2[CH:28]=[CH:27][CH:26]=[CH:25][C:24]=2[Cl:29])=[C:5]([CH:10]=1)[C:6]([O:8][CH3:9])=[O:7], predict the reactants needed to synthesize it. The reactants are: [NH2:1][C:2]1[C:11]([S:12]CC2C=CC(OC)=CC=2)=[CH:10][C:5]([C:6]([O:8][CH3:9])=[O:7])=[C:4]([NH:22][C:23]2[CH:28]=[CH:27][CH:26]=[CH:25][C:24]=2[Cl:29])[C:3]=1[F:30].C([C:33]1[C:39](=O)[C:38](Cl)=[C:37]([Cl:42])[C:35](=O)[C:34]=1C#N)#N.[OH2:45]. (8) Given the product [C:21]1([C:29]2[CH:30]=[CH:31][CH:32]=[CH:33][CH:34]=2)[CH:26]=[CH:25][CH:24]=[C:23]([CH2:27][N:1]2[CH:2]([C:11]3[C:16]([O:17][CH3:18])=[CH:15][CH:14]=[CH:13][C:12]=3[O:19][CH3:20])[CH2:3][CH2:4][CH2:5][CH2:6][C:7]2=[O:9])[CH:22]=1, predict the reactants needed to synthesize it. The reactants are: [NH2:1][CH:2]([C:11]1[C:16]([O:17][CH3:18])=[CH:15][CH:14]=[CH:13][C:12]=1[O:19][CH3:20])[CH2:3][CH2:4][CH2:5][CH2:6][C:7]([O:9]C)=O.[C:21]1([C:29]2[CH:34]=[CH:33][CH:32]=[CH:31][CH:30]=2)[CH:26]=[CH:25][CH:24]=[C:23]([CH:27]=O)[CH:22]=1.